Predict the product of the given reaction. From a dataset of Forward reaction prediction with 1.9M reactions from USPTO patents (1976-2016). (1) Given the reactants [CH3:1][C:2]([CH3:7])([CH2:5][OH:6])[CH2:3][OH:4].Cl[C:9]1[C:10]2[C:17]([C:18]3[CH:23]=[CH:22][C:21]([O:24][CH3:25])=[CH:20][CH:19]=3)=[C:16]([C:26]3[CH:31]=[CH:30][CH:29]=[CH:28][CH:27]=3)[O:15][C:11]=2[N:12]=[CH:13][N:14]=1.ClCCl.C(O)(=O)CC(CC(O)=O)(C(O)=O)O, predict the reaction product. The product is: [CH3:25][O:24][C:21]1[CH:20]=[CH:19][C:18]([C:17]2[C:10]3[C:9]([O:4][CH2:3][C:2]([CH3:7])([CH3:1])[CH2:5][OH:6])=[N:14][CH:13]=[N:12][C:11]=3[O:15][C:16]=2[C:26]2[CH:27]=[CH:28][CH:29]=[CH:30][CH:31]=2)=[CH:23][CH:22]=1. (2) Given the reactants [OH:1][C:2]1[C:3]2[O:15][N:14]=[C:13]([C:16]3[CH:21]=[CH:20][CH:19]=[CH:18][CH:17]=3)[C:4]=2[CH:5]=[N:6][C:7]=1[C:8]([O:10][CH2:11][CH3:12])=[O:9].C1C(=O)N([Br:29])C(=O)C1.C(OOC(=O)C1C=CC=CC=1)(=O)C1C=CC=CC=1, predict the reaction product. The product is: [Br:29][C:5]1[C:4]2[C:13]([C:16]3[CH:21]=[CH:20][CH:19]=[CH:18][CH:17]=3)=[N:14][O:15][C:3]=2[C:2]([OH:1])=[C:7]([C:8]([O:10][CH2:11][CH3:12])=[O:9])[N:6]=1. (3) Given the reactants [C:1](O)([C:3]([F:6])(F)F)=O.IC1N=NC(N2[CH2:20][CH2:19][N:18]([C:21]([C:23]3[CH:28]=[CH:27]C=CC=3C(F)(F)F)=O)CC2)=CC=1, predict the reaction product. The product is: [F:6][C:3]1[CH:1]=[CH:27][CH:28]=[CH:23][C:21]=1[NH:18][CH:19]1[CH2:20][CH2:21][NH:18][CH2:19][CH2:20]1.